Regression. Given two drug SMILES strings and cell line genomic features, predict the synergy score measuring deviation from expected non-interaction effect. From a dataset of NCI-60 drug combinations with 297,098 pairs across 59 cell lines. (1) Drug 1: CC1=C(C=C(C=C1)NC2=NC=CC(=N2)N(C)C3=CC4=NN(C(=C4C=C3)C)C)S(=O)(=O)N.Cl. Drug 2: C1CNP(=O)(OC1)N(CCCl)CCCl. Cell line: SNB-75. Synergy scores: CSS=5.29, Synergy_ZIP=-0.811, Synergy_Bliss=1.87, Synergy_Loewe=2.96, Synergy_HSA=3.13. (2) Drug 1: CN(C)C1=NC(=NC(=N1)N(C)C)N(C)C. Drug 2: C1=NC2=C(N=C(N=C2N1C3C(C(C(O3)CO)O)O)F)N. Cell line: SK-MEL-28. Synergy scores: CSS=-4.02, Synergy_ZIP=-0.625, Synergy_Bliss=-2.24, Synergy_Loewe=-15.2, Synergy_HSA=-6.54. (3) Drug 1: CC1CC2C3CCC4=CC(=O)C=CC4(C3(C(CC2(C1(C(=O)CO)O)C)O)F)C. Drug 2: CN1C(=O)N2C=NC(=C2N=N1)C(=O)N. Cell line: HCT116. Synergy scores: CSS=-0.875, Synergy_ZIP=1.58, Synergy_Bliss=0.294, Synergy_Loewe=-0.852, Synergy_HSA=-1.96. (4) Drug 1: CN(C(=O)NC(C=O)C(C(C(CO)O)O)O)N=O. Drug 2: B(C(CC(C)C)NC(=O)C(CC1=CC=CC=C1)NC(=O)C2=NC=CN=C2)(O)O. Cell line: RXF 393. Synergy scores: CSS=32.0, Synergy_ZIP=0.780, Synergy_Bliss=-0.217, Synergy_Loewe=-66.7, Synergy_HSA=-2.08. (5) Drug 1: CN(C)C1=NC(=NC(=N1)N(C)C)N(C)C. Drug 2: CCCS(=O)(=O)NC1=C(C(=C(C=C1)F)C(=O)C2=CNC3=C2C=C(C=N3)C4=CC=C(C=C4)Cl)F. Cell line: OVCAR-8. Synergy scores: CSS=-6.47, Synergy_ZIP=3.20, Synergy_Bliss=2.46, Synergy_Loewe=-2.86, Synergy_HSA=-3.15. (6) Drug 1: CC1=C2C(C(=O)C3(C(CC4C(C3C(C(C2(C)C)(CC1OC(=O)C(C(C5=CC=CC=C5)NC(=O)OC(C)(C)C)O)O)OC(=O)C6=CC=CC=C6)(CO4)OC(=O)C)OC)C)OC. Drug 2: C1=NC2=C(N=C(N=C2N1C3C(C(C(O3)CO)O)O)F)N. Cell line: NCI-H322M. Synergy scores: CSS=42.7, Synergy_ZIP=3.97, Synergy_Bliss=3.71, Synergy_Loewe=-57.2, Synergy_HSA=2.59.